From a dataset of Full USPTO retrosynthesis dataset with 1.9M reactions from patents (1976-2016). Predict the reactants needed to synthesize the given product. Given the product [Cl:16][C:17]1[CH:22]=[CH:21][CH:20]=[CH:19][C:18]=1[C:23]1[C:24]([C:28]([O:30][CH2:31][CH3:32])=[O:29])=[CH:25][N:26]([C:12]2[C:11]([CH3:15])=[CH:10][N:9]=[C:8]([F:7])[CH:13]=2)[CH:27]=1, predict the reactants needed to synthesize it. The reactants are: C(=O)([O-])[O-].[K+].[K+].[F:7][C:8]1[CH:13]=[C:12](I)[C:11]([CH3:15])=[CH:10][N:9]=1.[Cl:16][C:17]1[CH:22]=[CH:21][CH:20]=[CH:19][C:18]=1[C:23]1[C:24]([C:28]([O:30][CH2:31][CH3:32])=[O:29])=[CH:25][NH:26][CH:27]=1.CN[C@@H]1CCCC[C@H]1NC.